This data is from Full USPTO retrosynthesis dataset with 1.9M reactions from patents (1976-2016). The task is: Predict the reactants needed to synthesize the given product. (1) Given the product [CH3:1][O:2][C:3]1[CH:4]=[C:5]2[C:10](=[CH:11][CH:12]=1)[NH:9][CH:8]([CH2:13][NH:14][CH2:15][CH2:16][OH:17])[CH2:7][CH2:6]2, predict the reactants needed to synthesize it. The reactants are: [CH3:1][O:2][C:3]1[CH:4]=[C:5]2[C:10](=[CH:11][CH:12]=1)[N:9]=[C:8]([CH2:13][NH:14][CH2:15][CH2:16][OH:17])[CH:7]=[CH:6]2.CO.[OH-].[K+]. (2) Given the product [N:25]1([C:8]2[CH:7]=[CH:6][C:5]([C:17]3[S:21][C:20]([C:22]([O:24][CH3:33])=[O:23])=[CH:19][CH:18]=3)=[CH:4][C:3]=2[C:1]#[N:2])[CH2:31][CH2:30][CH2:29][CH2:28][CH2:27][CH2:26]1, predict the reactants needed to synthesize it. The reactants are: [C:1]([C:3]1[CH:4]=[C:5]([C:17]2[S:21][C:20]([C:22]([O-:24])=[O:23])=[CH:19][CH:18]=2)[CH:6]=[CH:7][C:8]=1OS(C(F)(F)F)(=O)=O)#[N:2].[NH:25]1[CH2:31][CH2:30][CH2:29][CH2:28][CH2:27][CH2:26]1.O1CCOC[CH2:33]1. (3) Given the product [Br:40][CH2:35][C:34](=[O:38])[CH:25]([NH:24][C:22]([CH:18]1[N:15]2[C:16](=[O:17])[CH:10]([NH:9][C:1](=[O:8])[C:2]3[CH:7]=[CH:6][CH:5]=[CH:4][CH:3]=3)[CH2:11][CH2:12][C:13](=[O:39])[N:14]2[CH2:21][CH2:20][CH2:19]1)=[O:23])[CH2:26][C:27]([OH:29])=[O:28], predict the reactants needed to synthesize it. The reactants are: [C:1]([NH:9][CH:10]1[C:16](=[O:17])[N:15]2[CH:18]([C:22]([NH:24][CH:25]([C:34](=[O:38])[CH:35]=[N+]=[N-])[CH2:26][C:27]([O:29]C(C)(C)C)=[O:28])=[O:23])[CH2:19][CH2:20][CH2:21][N:14]2[C:13](=[O:39])[CH2:12][CH2:11]1)(=[O:8])[C:2]1[CH:7]=[CH:6][CH:5]=[CH:4][CH:3]=1.[BrH:40].C(O)(=O)C. (4) Given the product [Cl:1][C:2]1[C:3]2[N:4]([CH:21]=[N:22][CH:23]=2)[C:5]([C:14]2[CH:19]=[CH:18][CH:17]=[C:16]([F:20])[CH:15]=2)=[C:6]([C:8](=[O:9])[CH2:26][CH3:27])[CH:7]=1, predict the reactants needed to synthesize it. The reactants are: [Cl:1][C:2]1[C:3]2[N:4]([CH:21]=[N:22][CH:23]=2)[C:5]([C:14]2[CH:19]=[CH:18][CH:17]=[C:16]([F:20])[CH:15]=2)=[C:6]([C:8](N(OC)C)=[O:9])[CH:7]=1.Cl[Mg][CH2:26][CH3:27]. (5) Given the product [C:34]([C:32]1[CH:31]=[C:28]([CH:29]=[O:30])[C:27]([OH:38])=[C:26]([C:43]2[CH:44]=[CH:45][C:40]([Cl:39])=[C:41]([F:49])[CH:42]=2)[CH:33]=1)([CH3:37])([CH3:36])[CH3:35], predict the reactants needed to synthesize it. The reactants are: C(C1C=C(C=O)C(O)=C(C2C=CC(OC(F)(F)F)=CC=2)C=1)(C)(C)C.Br[C:26]1[C:27]([OH:38])=[C:28]([CH:31]=[C:32]([C:34]([CH3:37])([CH3:36])[CH3:35])[CH:33]=1)[CH:29]=[O:30].[Cl:39][C:40]1[CH:45]=[CH:44][C:43](B(O)O)=[CH:42][C:41]=1[F:49]. (6) Given the product [Cl:1][C:2]1[CH:3]=[C:4]([CH:5]=[C:6]([F:8])[CH:7]=1)[O:9][Si:20]([CH:24]([CH3:26])[CH3:25])([CH:21]([CH3:23])[CH3:22])[CH:17]([CH3:19])[CH3:18], predict the reactants needed to synthesize it. The reactants are: [Cl:1][C:2]1[CH:3]=[C:4]([OH:9])[CH:5]=[C:6]([F:8])[CH:7]=1.CCN(CC)CC.[CH:17]([Si:20](Cl)([CH:24]([CH3:26])[CH3:25])[CH:21]([CH3:23])[CH3:22])([CH3:19])[CH3:18]. (7) The reactants are: [C:1]([C:5]1[CH:10]=[CH:9][C:8]([C:11]2[CH:16]=[CH:15][C:14]([C:17]([CH3:20])([CH3:19])[CH3:18])=[CH:13][CH:12]=2)=[CH:7][CH:6]=1)([CH3:4])([CH3:3])[CH3:2].[Br:21]Br.C1(C2C=CC=CC=2)C=CC=CC=1. Given the product [Br:21][C:16]1[CH:15]=[C:14]([C:17]([CH3:20])([CH3:19])[CH3:18])[CH:13]=[CH:12][C:11]=1[C:8]1[CH:9]=[CH:10][C:5]([C:1]([CH3:4])([CH3:3])[CH3:2])=[CH:6][CH:7]=1, predict the reactants needed to synthesize it. (8) Given the product [CH3:1][S:2]([NH:5][C:6]1[CH:11]=[CH:10][C:9]([C:16]2[CH:17]=[CH:18][C:19]([O:22][CH2:23][CH:24]3[CH2:25][CH2:26][N:27]([C:30]([O:32][CH:33]([CH3:35])[CH3:34])=[O:31])[CH2:28][CH2:29]3)=[CH:20][CH:21]=2)=[CH:8][CH:7]=1)(=[O:4])=[O:3], predict the reactants needed to synthesize it. The reactants are: [CH3:1][S:2]([NH:5][C:6]1[CH:11]=[CH:10][C:9](B(O)O)=[CH:8][CH:7]=1)(=[O:4])=[O:3].Br[C:16]1[CH:21]=[CH:20][C:19]([O:22][CH2:23][CH:24]2[CH2:29][CH2:28][N:27]([C:30]([O:32][CH:33]([CH3:35])[CH3:34])=[O:31])[CH2:26][CH2:25]2)=[CH:18][CH:17]=1.C([O-])([O-])=O.[Na+].[Na+]. (9) Given the product [F:1][C:2]1[CH:3]=[CH:4][C:5]2[N:9]([C:22]3[CH:27]=[CH:26][CH:25]=[CH:24][N:23]=3)[C:8]([CH:10]([NH2:12])[CH3:11])=[N:7][C:6]=2[CH:20]=1, predict the reactants needed to synthesize it. The reactants are: [F:1][C:2]1[CH:3]=[CH:4][C:5]2[N:9]=[C:8]([C@@H:10]([NH:12]C(=O)OC(C)(C)C)[CH3:11])[NH:7][C:6]=2[CH:20]=1.F[C:22]1[CH:27]=[CH:26][CH:25]=[CH:24][N:23]=1.C(=O)([O-])[O-].[Cs+].[Cs+].FC1C=CC2N=C(C(N)C)N(C3C=CC=CN=3)C=2C=1.